From a dataset of Rat liver microsome stability data. Regression/Classification. Given a drug SMILES string, predict its absorption, distribution, metabolism, or excretion properties. Task type varies by dataset: regression for continuous measurements (e.g., permeability, clearance, half-life) or binary classification for categorical outcomes (e.g., BBB penetration, CYP inhibition). Dataset: rlm. (1) The drug is CCc1[nH]c2ccc(CNC(=O)Cc3cnc4c(C)cccn34)cc2c1C. The result is 1 (stable in rat liver microsomes). (2) The result is 1 (stable in rat liver microsomes). The compound is CCS(=O)(=O)Nc1ccc(Oc2ccc(F)cc2F)c(-c2cc(C)c3c(O)nccn23)c1. (3) The compound is O=C(COc1cccnc1)NC(c1cccc(F)c1)c1cc(Cl)c2cccnc2c1O. The result is 1 (stable in rat liver microsomes). (4) The drug is Oc1ccc(-c2ccc(CNCCc3c[nH]c4ccccc34)o2)cc1. The result is 1 (stable in rat liver microsomes). (5) The drug is CC(C)(C)NCC(O)CCN1c2ccccc2N(c2ccccc2)S1(=O)=O. The result is 1 (stable in rat liver microsomes).